Dataset: Catalyst prediction with 721,799 reactions and 888 catalyst types from USPTO. Task: Predict which catalyst facilitates the given reaction. (1) Reactant: [Cl:1][C:2]1[CH:3]=[C:4]2[C:8](=[CH:9][CH:10]=1)[N:7]([C:11]1[CH:16]=[CH:15][CH:14]=[C:13]([C:17]([F:20])([F:19])[F:18])[CH:12]=1)[C:6]([CH:21]([NH:28][C:29]1[CH:37]=[CH:36][C:32]([C:33](O)=[O:34])=[CH:31][CH:30]=1)[CH2:22][CH2:23][CH2:24][CH2:25][CH2:26][CH3:27])=[CH:5]2.[CH3:38][NH:39][CH2:40][CH2:41][C:42]([O:44][CH2:45][CH3:46])=[O:43].O.ON1C2C=CC=CC=2N=N1.Cl.C(N=C=NCCCN(C)C)C.Cl. Product: [Cl:1][C:2]1[CH:3]=[C:4]2[C:8](=[CH:9][CH:10]=1)[N:7]([C:11]1[CH:16]=[CH:15][CH:14]=[C:13]([C:17]([F:20])([F:19])[F:18])[CH:12]=1)[C:6]([CH:21]([NH:28][C:29]1[CH:30]=[CH:31][C:32]([C:33]([N:39]([CH3:38])[CH2:40][CH2:41][C:42]([O:44][CH2:45][CH3:46])=[O:43])=[O:34])=[CH:36][CH:37]=1)[CH2:22][CH2:23][CH2:24][CH2:25][CH2:26][CH3:27])=[CH:5]2. The catalyst class is: 289. (2) Reactant: [CH3:1][O:2][C:3]1[CH:4]=[C:5]2[C:10](=[CH:11][C:12]=1[O:13][CH3:14])[N:9]=[CH:8][CH:7]=[C:6]2[O:15][C:16]1[CH:27]=[CH:26][C:19]2[C:20]([C:23](O)=[O:24])=[CH:21][O:22][C:18]=2[CH:17]=1.F[B-](F)(F)F.N1(OC(N(C)C)=[N+](C)C)C2C=CC=CC=2N=N1.[Cl:50][C:51]1[CH:57]=[CH:56][C:54]([NH2:55])=[CH:53][CH:52]=1.C(N(CC)C(C)C)(C)C. Product: [Cl:50][C:51]1[CH:57]=[CH:56][C:54]([NH:55][C:23]([C:20]2[C:19]3[CH:26]=[CH:27][C:16]([O:15][C:6]4[C:5]5[C:10](=[CH:11][C:12]([O:13][CH3:14])=[C:3]([O:2][CH3:1])[CH:4]=5)[N:9]=[CH:8][CH:7]=4)=[CH:17][C:18]=3[O:22][CH:21]=2)=[O:24])=[CH:53][CH:52]=1. The catalyst class is: 3.